This data is from CYP2D6 inhibition data for predicting drug metabolism from PubChem BioAssay. The task is: Regression/Classification. Given a drug SMILES string, predict its absorption, distribution, metabolism, or excretion properties. Task type varies by dataset: regression for continuous measurements (e.g., permeability, clearance, half-life) or binary classification for categorical outcomes (e.g., BBB penetration, CYP inhibition). Dataset: cyp2d6_veith. (1) The drug is Cc1cccc(C(=O)NCN2CCN(c3ccccc3C#N)CC2)c1. The result is 0 (non-inhibitor). (2) The drug is CN1CCC[C@H](OC(=O)[C@](O)(c2ccccc2)C2CCCC2)C1. The result is 1 (inhibitor). (3) The compound is COC(=O)[C@@]1(Cc2ccc(OC)cc2)[C@H]2c3cc(C(=O)N4CCCC4)n(CCN4CCOCC4)c3C[C@H]2CN1C(=O)c1ccccc1. The result is 0 (non-inhibitor). (4) The drug is CCNc1ncc2nc(-c3ccc(Cl)cc3)c(=O)n(C[C@H]3CCCO3)c2n1. The result is 0 (non-inhibitor). (5) The drug is COCCNc1nc(-c2ccc(C(=O)N(C)C)cc2)nc2ccccc12. The result is 0 (non-inhibitor). (6) The drug is CC(C)CN1CCC2(CC1)CCN(C(=O)c1ccco1)CC2. The result is 1 (inhibitor). (7) The result is 1 (inhibitor). The compound is COc1ccc(C[C@@H](N)c2ccc(OC)cc2)cc1.